This data is from Full USPTO retrosynthesis dataset with 1.9M reactions from patents (1976-2016). The task is: Predict the reactants needed to synthesize the given product. The reactants are: [Cl:1][C:2]1[C:7]([CH3:8])=[C:6]([N:9]2[CH:13]=[N:12][N:11]=[CH:10]2)[C:5]([C:14]2[CH:19]=[CH:18][CH:17]=[C:16]([F:20])[CH:15]=2)=[C:4]([C:21](=O)[CH3:22])[CH:3]=1.C([O-])(=O)C.[NH4+].C([BH3-])#[N:30].[Na+]. Given the product [Cl:1][C:2]1[C:7]([CH3:8])=[C:6]([N:9]2[CH:13]=[N:12][N:11]=[CH:10]2)[C:5]([C:14]2[CH:19]=[CH:18][CH:17]=[C:16]([F:20])[CH:15]=2)=[C:4]([CH:21]([NH2:30])[CH3:22])[CH:3]=1, predict the reactants needed to synthesize it.